This data is from Reaction yield outcomes from USPTO patents with 853,638 reactions. The task is: Predict the reaction yield, written as a fraction of the theoretical maximum amount of product (1.0 means a 100% yield; for example, 0.34 means a 34% yield). (1) The reactants are I[CH2:2][C:3]([C:5]1[CH:10]=[CH:9][CH:8]=[CH:7][CH:6]=1)=[O:4].OC1C(OS(C2C=CC(C)=CC=2)(=O)=O)=C([I:18])C=CC=1.[OH2:30]. The catalyst is CS(C)=O. The product is [OH:30][CH2:2][C:3]([C:5]1[CH:10]=[CH:9][CH:8]=[CH:7][C:6]=1[I:18])=[O:4]. The yield is 0.120. (2) The reactants are C([O-])([O-])=O.[Na+].[Na+].[Cl:7][C:8]1[CH:13]=[CH:12][C:11]([CH2:14][CH2:15][NH2:16])=[CH:10][CH:9]=1.[CH2:17]([O:19][C:20](=[O:22])C)[CH3:18]. The catalyst is C(Cl)(Cl)Cl.CCCCCC. The product is [CH2:17]([O:19][C:20](=[O:22])[NH:16][CH2:15][CH2:14][C:11]1[CH:12]=[CH:13][C:8]([Cl:7])=[CH:9][CH:10]=1)[CH3:18]. The yield is 0.526. (3) The reactants are [Br:1][C:2]1[CH:33]=[CH:32][C:5]([O:6][C:7]([CH3:31])([CH3:30])[C:8]([NH:10][C:11]2[CH:16]=[CH:15][C:14]([CH:17]([CH:21]([C:26]([O:28]C)=[O:27])[C:22]([O:24]C)=[O:23])[C:18]#[C:19][CH3:20])=[CH:13][CH:12]=2)=[O:9])=[C:4]([Cl:34])[CH:3]=1.Cl. The catalyst is C(#N)C.[OH-].[Na+]. The product is [Br:1][C:2]1[CH:33]=[CH:32][C:5]([O:6][C:7]([CH3:30])([CH3:31])[C:8]([NH:10][C:11]2[CH:12]=[CH:13][C:14]([CH:17]([CH:21]([C:26]([OH:28])=[O:27])[C:22]([OH:24])=[O:23])[C:18]#[C:19][CH3:20])=[CH:15][CH:16]=2)=[O:9])=[C:4]([Cl:34])[CH:3]=1. The yield is 1.00. (4) The reactants are [CH3:1][O:2][C:3]1[CH:4]=[C:5]2[C:10](=[CH:11][C:12]=1[O:13][CH3:14])[N:9]=[CH:8][CH:7]=[C:6]2[O:15][C:16]1[C:17]([C:23]([C:25]2[CH:30]=[CH:29][CH:28]=[CH:27][CH:26]=2)=[O:24])=[N:18][C:19]([CH3:22])=[CH:20][CH:21]=1.[BH4-].[Na+]. The catalyst is CO. The product is [CH3:1][O:2][C:3]1[CH:4]=[C:5]2[C:10](=[CH:11][C:12]=1[O:13][CH3:14])[N:9]=[CH:8][CH:7]=[C:6]2[O:15][C:16]1[C:17]([CH:23]([C:25]2[CH:30]=[CH:29][CH:28]=[CH:27][CH:26]=2)[OH:24])=[N:18][C:19]([CH3:22])=[CH:20][CH:21]=1. The yield is 0.920. (5) The reactants are F[C:2]1[CH:7]=[CH:6][C:5]([N+:8]([O-:10])=[O:9])=[C:4]([F:11])[C:3]=1[CH3:12].[CH2:13]([OH:20])[C:14]1[CH:19]=[CH:18][CH:17]=[CH:16][CH:15]=1.C([O-])([O-])=O.[K+].[K+].O. The catalyst is CN(C=O)C. The product is [CH2:13]([O:20][C:2]1[CH:7]=[CH:6][C:5]([N+:8]([O-:10])=[O:9])=[C:4]([F:11])[C:3]=1[CH3:12])[C:14]1[CH:19]=[CH:18][CH:17]=[CH:16][CH:15]=1. The yield is 0.330. (6) The reactants are [CH3:1][O:2][C:3](=[O:12])[C:4]1[CH:9]=[CH:8][CH:7]=[C:6]([NH2:10])[C:5]=1[NH2:11].[CH3:13][C:14]([CH3:19])([CH3:18])[C:15](Cl)=[O:16]. The catalyst is N1C=CC=CC=1. The product is [CH3:1][O:2][C:3](=[O:12])[C:4]1[CH:9]=[CH:8][CH:7]=[C:6]([NH:10][C:15](=[O:16])[C:14]([CH3:19])([CH3:18])[CH3:13])[C:5]=1[NH2:11]. The yield is 0.780. (7) The reactants are [CH3:1][C:2]1[CH:3]=[C:4]([CH:23]=[C:24]([CH3:26])[CH:25]=1)[O:5][C:6]1[CH:13]=[CH:12][C:9]([C:10]#[N:11])=[CH:8][C:7]=1[S:14]([N:17]1[CH2:22][CH2:21][NH:20][CH2:19][CH2:18]1)(=[O:16])=[O:15].[CH:27]([N:30]=[C:31]=[O:32])([CH3:29])[CH3:28].C(N(CC)CC)C. The catalyst is C(Cl)Cl. The product is [C:10]([C:9]1[CH:12]=[CH:13][C:6]([O:5][C:4]2[CH:3]=[C:2]([CH3:1])[CH:25]=[C:24]([CH3:26])[CH:23]=2)=[C:7]([S:14]([N:17]2[CH2:22][CH2:21][N:20]([C:31]([NH:30][CH:27]([CH3:29])[CH3:28])=[O:32])[CH2:19][CH2:18]2)(=[O:16])=[O:15])[CH:8]=1)#[N:11]. The yield is 0.113.